Dataset: Full USPTO retrosynthesis dataset with 1.9M reactions from patents (1976-2016). Task: Predict the reactants needed to synthesize the given product. (1) Given the product [CH3:20][C:19]1[N:15]([CH2:14][C:13]([N:10]2[CH2:11][CH2:12][CH:7]([C:4]3[S:5][CH:6]=[C:2]([NH:1][S:41]([C:35]4[CH:40]=[CH:39][CH:38]=[CH:37][CH:36]=4)(=[O:43])=[O:42])[N:3]=3)[CH2:8][CH2:9]2)=[O:25])[N:16]=[C:17]([C:21]([F:24])([F:23])[F:22])[CH:18]=1, predict the reactants needed to synthesize it. The reactants are: [NH2:1][C:2]1[N:3]=[C:4]([CH:7]2[CH2:12][CH2:11][N:10]([C:13](=[O:25])[CH2:14][N:15]3[C:19]([CH3:20])=[CH:18][C:17]([C:21]([F:24])([F:23])[F:22])=[N:16]3)[CH2:9][CH2:8]2)[S:5][CH:6]=1.C(N(C(C)C)CC)(C)C.[C:35]1([S:41](Cl)(=[O:43])=[O:42])[CH:40]=[CH:39][CH:38]=[CH:37][CH:36]=1. (2) Given the product [CH3:1][C@@H:2]([CH2:4][CH2:5][CH2:6][CH2:7][CH3:13])[CH2:3][CH2:17][C:15]([OH:18])=[O:16], predict the reactants needed to synthesize it. The reactants are: [CH3:1][C:2](=[CH:4][CH2:5][CH2:6][C@@H:7]([CH3:13])CCCCC)[CH3:3].C[C:15]([CH3:17])=[O:16].[OH:18]S(O)(=O)=O.O=[Cr](=O)=O.O.[O-]S([O-])(=O)=O.[Na+].[Na+]. (3) Given the product [CH2:23]([O:15][C:12]1[CH:13]=[CH:14][C:9]([S:1][C:2]2[CH:7]=[CH:6][C:5]([O:19][CH2:16][CH2:6][CH2:7][CH2:2][CH2:3][CH2:4][CH3:5])=[CH:4][CH:3]=2)=[CH:10][CH:11]=1)[CH2:24][CH2:25][CH2:26][CH2:27][CH2:28][CH3:29], predict the reactants needed to synthesize it. The reactants are: [S:1]([C:9]1[CH:14]=[CH:13][C:12]([OH:15])=[CH:11][CH:10]=1)[C:2]1[CH:7]=[CH:6][C:5](O)=[CH:4][CH:3]=1.[C:16](=[O:19])([O-])[O-].[K+].[K+].Br[CH2:23][CH2:24][CH2:25][CH2:26][CH2:27][CH2:28][CH3:29].O. (4) Given the product [CH:29]1([C:32]([NH:1][C:2]2[N:3]=[C:4]3[CH:9]=[CH:8][C:7]([O:10][C:11]4[CH:12]=[C:13]([NH:18][C:19]([C:21]5[N:25]([CH3:26])[N:24]=[C:23]([CH3:27])[CH:22]=5)=[O:20])[CH:14]=[C:15]([CH3:17])[CH:16]=4)=[CH:6][N:5]3[CH:28]=2)=[O:33])[CH2:31][CH2:30]1, predict the reactants needed to synthesize it. The reactants are: [NH2:1][C:2]1[N:3]=[C:4]2[CH:9]=[CH:8][C:7]([O:10][C:11]3[CH:12]=[C:13]([NH:18][C:19]([C:21]4[N:25]([CH3:26])[N:24]=[C:23]([CH3:27])[CH:22]=4)=[O:20])[CH:14]=[C:15]([CH3:17])[CH:16]=3)=[CH:6][N:5]2[CH:28]=1.[CH:29]1([C:32](Cl)=[O:33])[CH2:31][CH2:30]1. (5) The reactants are: [C:1]([O:5][C:6]([NH:8][C@@H:9]([CH2:17][CH3:18])[C:10](=O)[CH2:11][C:12]([O:14][CH3:15])=[O:13])=[O:7])([CH3:4])([CH3:3])[CH3:2].CC(C)([O-])C.[K+].N12CCN(CC1)CC2.C[N:34](/[CH:36]=[C:37](\[Cl:42])/[CH:38]=[N+](C)C)C.F[P-](F)(F)(F)(F)F.C([O-])(=O)C.[NH4+]. Given the product [C:1]([O:5][C:6]([NH:8][C@H:9]([C:10]1[N:34]=[CH:36][C:37]([Cl:42])=[CH:38][C:11]=1[C:12]([O:14][CH3:15])=[O:13])[CH2:17][CH3:18])=[O:7])([CH3:4])([CH3:3])[CH3:2], predict the reactants needed to synthesize it. (6) Given the product [NH:1]1[C:5]2[CH:6]=[CH:7][C:8]([C:10]([N:18]3[C@@H:19]4[C@@:14]([CH3:13])([C:23]5[CH:24]=[CH:25][CH:26]=[CH:27][C:22]=5[CH2:21][CH2:20]4)[CH2:15][CH2:16][CH2:17]3)=[O:12])=[CH:9][C:4]=2[N:3]=[CH:2]1, predict the reactants needed to synthesize it. The reactants are: [NH:1]1[C:5]2[CH:6]=[CH:7][C:8]([C:10]([OH:12])=O)=[CH:9][C:4]=2[N:3]=[CH:2]1.[CH3:13][C@@:14]12[C:23]3[CH:24]=[CH:25][CH:26]=[CH:27][C:22]=3[CH2:21][CH2:20][C@@H:19]1[NH:18][CH2:17][CH2:16][CH2:15]2.C[C@]12C3C=CC=CC=3CC[C@@H]1NCCC2.